From a dataset of Forward reaction prediction with 1.9M reactions from USPTO patents (1976-2016). Predict the product of the given reaction. Given the reactants [NH2:1][CH2:2][CH2:3][CH2:4][N:5]1[CH2:10][CH2:9][O:8][CH2:7][CH2:6]1.[Cl:11][C:12]1[CH:17]=[CH:16][C:15]([CH:18]([C:37]2[CH:42]=[CH:41][C:40]([Cl:43])=[CH:39][CH:38]=2)[N:19]2[CH2:22][C:21](=[CH:23][S:24]([CH2:27][C:28]3[CH:29]=[C:30]([CH:34]=[CH:35][CH:36]=3)[C:31](O)=[O:32])(=[O:26])=[O:25])[CH2:20]2)=[CH:14][CH:13]=1, predict the reaction product. The product is: [Cl:11][C:12]1[CH:17]=[CH:16][C:15]([CH:18]([C:37]2[CH:38]=[CH:39][C:40]([Cl:43])=[CH:41][CH:42]=2)[N:19]2[CH2:22][C:21](=[CH:23][S:24]([CH2:27][C:28]3[CH:29]=[C:30]([CH:34]=[CH:35][CH:36]=3)[C:31]([NH:1][CH2:2][CH2:3][CH2:4][N:5]3[CH2:10][CH2:9][O:8][CH2:7][CH2:6]3)=[O:32])(=[O:26])=[O:25])[CH2:20]2)=[CH:14][CH:13]=1.